This data is from Full USPTO retrosynthesis dataset with 1.9M reactions from patents (1976-2016). The task is: Predict the reactants needed to synthesize the given product. (1) Given the product [CH3:1][O:2][C:3]1[N:8]=[C:7]([N:9]2[C:13]3=[N:14][CH:15]=[N:16][C:17]([NH:18]/[N:19]=[CH:20]/[C:21]4[CH:22]=[CH:23][C:24]([C:25]([NH:37][CH2:36][CH2:35][S:32]([CH3:31])(=[O:34])=[O:33])=[O:26])=[CH:28][CH:29]=4)=[C:12]3[CH:11]=[N:10]2)[CH:6]=[CH:5][CH:4]=1, predict the reactants needed to synthesize it. The reactants are: [CH3:1][O:2][C:3]1[N:8]=[C:7]([N:9]2[C:13]3=[N:14][CH:15]=[N:16][C:17]([NH:18]/[N:19]=[CH:20]/[C:21]4[CH:29]=[CH:28][C:24]([C:25](O)=[O:26])=[CH:23][CH:22]=4)=[C:12]3[CH:11]=[N:10]2)[CH:6]=[CH:5][CH:4]=1.Cl.[CH3:31][S:32]([CH2:35][CH2:36][NH2:37])(=[O:34])=[O:33].C(OP(C#N)(=O)OCC)C.C(N(CC)CC)C. (2) The reactants are: C(N(CC)CC)C.Cl[CH2:9][CH2:10][S:11]([C:14]1[CH:22]=[CH:21][C:17]([C:18]([OH:20])=[O:19])=[CH:16][CH:15]=1)(=[O:13])=[O:12]. Given the product [CH:10]([S:11]([C:14]1[CH:22]=[CH:21][C:17]([C:18]([OH:20])=[O:19])=[CH:16][CH:15]=1)(=[O:13])=[O:12])=[CH2:9], predict the reactants needed to synthesize it. (3) The reactants are: [N:1]1([S:11]([C:14]2[CH:22]=[CH:21][C:17]([C:18]([OH:20])=O)=[CH:16][CH:15]=2)(=[O:13])=[O:12])[C:10]2[C:5](=[CH:6][CH:7]=[CH:8][CH:9]=2)[CH2:4][CH2:3][CH2:2]1.[F:23][C:24]1[CH:29]=[CH:28][C:27]([C:30]2[CH:34]=[C:33]([NH2:35])[NH:32][N:31]=2)=[CH:26][CH:25]=1. Given the product [N:1]1([S:11]([C:14]2[CH:22]=[CH:21][C:17]([C:18]([NH:35][C:33]3[NH:32][N:31]=[C:30]([C:27]4[CH:28]=[CH:29][C:24]([F:23])=[CH:25][CH:26]=4)[CH:34]=3)=[O:20])=[CH:16][CH:15]=2)(=[O:13])=[O:12])[C:10]2[C:5](=[CH:6][CH:7]=[CH:8][CH:9]=2)[CH2:4][CH2:3][CH2:2]1, predict the reactants needed to synthesize it. (4) Given the product [C:38]([O:37][C:35]([N:33]1[CH2:34][C:31]([CH3:42])([NH:30][C:2]2[CH:3]=[C:4]3[C:13](=[CH:14][C:15]=2[C:16]([F:19])([F:18])[F:17])[O:12][CH2:11][C:10]2[N:5]3[CH:6]([CH3:29])[C:7](=[O:28])[N:8]([CH2:20][O:21][CH2:22][CH2:23][Si:24]([CH3:27])([CH3:26])[CH3:25])[N:9]=2)[CH2:32]1)=[O:36])([CH3:41])([CH3:39])[CH3:40], predict the reactants needed to synthesize it. The reactants are: Br[C:2]1[CH:3]=[C:4]2[C:13](=[CH:14][C:15]=1[C:16]([F:19])([F:18])[F:17])[O:12][CH2:11][C:10]1[N:5]2[CH:6]([CH3:29])[C:7](=[O:28])[N:8]([CH2:20][O:21][CH2:22][CH2:23][Si:24]([CH3:27])([CH3:26])[CH3:25])[N:9]=1.[NH2:30][C:31]1([CH3:42])[CH2:34][N:33]([C:35]([O:37][C:38]([CH3:41])([CH3:40])[CH3:39])=[O:36])[CH2:32]1.C(=O)([O-])[O-].[Cs+].[Cs+].C1C=CC(P(C2C(C3C(P(C4C=CC=CC=4)C4C=CC=CC=4)=CC=C4C=3C=CC=C4)=C3C(C=CC=C3)=CC=2)C2C=CC=CC=2)=CC=1. (5) Given the product [ClH:26].[NH:1]([C:3]1[S:4]/[C:5](=[CH:9]\[C:10]2[CH:11]=[C:12]3[C:17](=[CH:18][CH:19]=2)[N:16]=[CH:15][C:14]([C:20]#[N:21])=[C:13]3[O:22][CH:23]([CH3:25])[CH3:24])/[C:6](=[O:8])[N:7]=1)[NH2:2], predict the reactants needed to synthesize it. The reactants are: [NH:1]([C:3]1[S:4]/[C:5](=[CH:9]\[C:10]2[CH:11]=[C:12]3[C:17](=[CH:18][CH:19]=2)[N:16]=[CH:15][C:14]([C:20]#[N:21])=[C:13]3[O:22][CH:23]([CH3:25])[CH3:24])/[C:6](=[O:8])[N:7]=1)[NH2:2].[ClH:26]. (6) Given the product [CH3:14][O:15][C:16]1[CH:23]=[C:22]([O:24][CH3:25])[CH:21]=[CH:20][C:17]=1[CH2:18][NH:19][C:8]1[N:13]=[CH:12][CH:11]=[CH:10][N:9]=1, predict the reactants needed to synthesize it. The reactants are: C(=O)([O-])[O-].[K+].[K+].Cl[C:8]1[N:13]=[CH:12][CH:11]=[CH:10][N:9]=1.[CH3:14][O:15][C:16]1[CH:23]=[C:22]([O:24][CH3:25])[CH:21]=[CH:20][C:17]=1[CH2:18][NH2:19]. (7) Given the product [S:3]1[CH:7]=[CH:6][N:5]=[C:4]1[N:8]1[CH2:14][CH2:13][CH2:12][NH:11][CH2:10][CH2:9]1, predict the reactants needed to synthesize it. The reactants are: Cl.Cl.[S:3]1[CH:7]=[CH:6][N:5]=[C:4]1[N:8]1[CH2:14][CH2:13][CH2:12][NH:11][CH2:10][CH2:9]1. (8) The reactants are: [I:1][C:2]1[CH:11]=[CH:10][C:5]([C:6](OC)=[O:7])=[CH:4][CH:3]=1.[Li+].[BH4-].Cl. Given the product [I:1][C:2]1[CH:11]=[CH:10][C:5]([CH2:6][OH:7])=[CH:4][CH:3]=1, predict the reactants needed to synthesize it.